Task: Predict the reaction yield, written as a fraction of the theoretical maximum amount of product (1.0 means a 100% yield; for example, 0.34 means a 34% yield).. Dataset: Reaction yield outcomes from USPTO patents with 853,638 reactions (1) The reactants are Br[C:2]1[CH:3]=[C:4]([NH2:11])[CH:5]=[C:6]([N+:8]([O-:10])=[O:9])[CH:7]=1.[O:12]1[CH:16]=[CH:15][CH:14]=[C:13]1B(O)O.C(=O)([O-])[O-].[K+].[K+].Cl. The catalyst is O1CCOCC1.O.C1C=CC([P]([Pd]([P](C2C=CC=CC=2)(C2C=CC=CC=2)C2C=CC=CC=2)([P](C2C=CC=CC=2)(C2C=CC=CC=2)C2C=CC=CC=2)[P](C2C=CC=CC=2)(C2C=CC=CC=2)C2C=CC=CC=2)(C2C=CC=CC=2)C2C=CC=CC=2)=CC=1. The product is [O:12]1[CH:16]=[CH:15][CH:14]=[C:13]1[C:2]1[CH:3]=[C:4]([NH2:11])[CH:5]=[C:6]([N+:8]([O-:10])=[O:9])[CH:7]=1. The yield is 0.340. (2) The reactants are [Cl:1][C:2]1[C:3]([CH:14]([S:23]([C:26]2[CH:31]=[CH:30][C:29]([Cl:32])=[CH:28][CH:27]=2)(=[O:25])=[O:24])[C:15]2[CH:20]=[C:19]([F:21])[CH:18]=[CH:17][C:16]=2[F:22])=[CH:4][C:5](/[CH:8]=[CH:9]/[C:10]([O:12][CH3:13])=[O:11])=[N:6][CH:7]=1. The catalyst is C(O)C.O1CCOCC1.ClCCl. The product is [Cl:1][C:2]1[C:3]([CH:14]([S:23]([C:26]2[CH:27]=[CH:28][C:29]([Cl:32])=[CH:30][CH:31]=2)(=[O:25])=[O:24])[C:15]2[CH:20]=[C:19]([F:21])[CH:18]=[CH:17][C:16]=2[F:22])=[CH:4][C:5]([CH2:8][CH2:9][C:10]([O:12][CH3:13])=[O:11])=[N:6][CH:7]=1. The yield is 0.930. (3) The reactants are C([NH:4][C:5]1[C:13]([N+:14]([O-:16])=[O:15])=[CH:12][C:8]([C:9]([OH:11])=[O:10])=[CH:7][C:6]=1[CH3:17])(=O)C. The catalyst is Cl. The product is [NH2:4][C:5]1[C:13]([N+:14]([O-:16])=[O:15])=[CH:12][C:8]([C:9]([OH:11])=[O:10])=[CH:7][C:6]=1[CH3:17]. The yield is 0.740.